Dataset: Reaction yield outcomes from USPTO patents with 853,638 reactions. Task: Predict the reaction yield, written as a fraction of the theoretical maximum amount of product (1.0 means a 100% yield; for example, 0.34 means a 34% yield). (1) The reactants are [C:1]([C:5]1[O:9][N:8]=[C:7]([NH:10][C:11]([NH:13][C:14]2[CH:19]=[CH:18][CH:17]=[C:16]([O:20][C:21]3[C:30]4[C:25](=[CH:26][C:27]([O:33][CH2:34][C@H:35]5[CH2:37][O:36]5)=[C:28]([O:31][CH3:32])[CH:29]=4)[N:24]=[CH:23][N:22]=3)[CH:15]=2)=[O:12])[CH:6]=1)([CH3:4])([CH3:3])[CH3:2].[CH3:38][N:39]1[CH2:44][CH2:43][NH:42][CH2:41][CH2:40]1. The catalyst is CN(C)C=O. The product is [C:1]([C:5]1[O:9][N:8]=[C:7]([NH:10][C:11]([NH:13][C:14]2[CH:19]=[CH:18][CH:17]=[C:16]([O:20][C:21]3[C:30]4[C:25](=[CH:26][C:27]([O:33][CH2:34][C@H:35]([OH:36])[CH2:37][N:42]5[CH2:43][CH2:44][N:39]([CH3:38])[CH2:40][CH2:41]5)=[C:28]([O:31][CH3:32])[CH:29]=4)[N:24]=[CH:23][N:22]=3)[CH:15]=2)=[O:12])[CH:6]=1)([CH3:3])([CH3:2])[CH3:4]. The yield is 0.170. (2) The reactants are [NH2:1]/[C:2](=[N:13]\[O:14][C:15](=O)[C:16]([CH3:19])([CH3:18])[CH3:17])/[CH2:3][CH2:4][NH:5][C:6](=[O:12])[O:7][C:8]([CH3:11])([CH3:10])[CH3:9].[F-].C([N+](CCCC)(CCCC)CCCC)CCC.CCOC(C)=O. The catalyst is C1COCC1. The product is [C:16]([C:15]1[O:14][N:13]=[C:2]([CH2:3][CH2:4][NH:5][C:6](=[O:12])[O:7][C:8]([CH3:11])([CH3:10])[CH3:9])[N:1]=1)([CH3:19])([CH3:18])[CH3:17]. The yield is 0.980. (3) The reactants are [F:1][C:2]1[CH:3]=[C:4]([OH:11])[C:5](=[CH:9][CH:10]=1)[C:6](Cl)=[O:7].C([N:15](CC)[CH:16]([CH3:18])C)(C)C.Cl.C(#[N:24])C. The catalyst is ClCCl. The product is [C:16]([CH2:18][NH:24][C:6](=[O:7])[C:5]1[CH:9]=[CH:10][C:2]([F:1])=[CH:3][C:4]=1[OH:11])#[N:15]. The yield is 0.650.